The task is: Predict the product of the given reaction.. This data is from Forward reaction prediction with 1.9M reactions from USPTO patents (1976-2016). (1) Given the reactants Cl[C:2]1C=[CH:6][C:5]([Br:8])=[CH:4][N:3]=1.[F:9][C:10]1[CH:15]=[CH:14][C:13]([C:16]([CH3:20])([CH3:19])[CH2:17][NH2:18])=[CH:12][CH:11]=1.CC[N:23](C(C)C)C(C)C, predict the reaction product. The product is: [Br:8][C:5]1[CH:4]=[N:3][C:2]([NH:18][CH2:17][C:16]([C:13]2[CH:12]=[CH:11][C:10]([F:9])=[CH:15][CH:14]=2)([CH3:20])[CH3:19])=[N:23][CH:6]=1. (2) Given the reactants [F:1][C:2]([F:14])([F:13])[O:3][C:4]1[CH:12]=[C:11]2[C:7]([CH:8]=[CH:9][NH:10]2)=[CH:6][CH:5]=1.[C:15](O[C:15]([O:17][C:18]([CH3:21])([CH3:20])[CH3:19])=[O:16])([O:17][C:18]([CH3:21])([CH3:20])[CH3:19])=[O:16], predict the reaction product. The product is: [F:14][C:2]([F:1])([F:13])[O:3][C:4]1[CH:12]=[C:11]2[C:7]([CH:8]=[CH:9][N:10]2[C:15]([O:17][C:18]([CH3:21])([CH3:20])[CH3:19])=[O:16])=[CH:6][CH:5]=1. (3) Given the reactants [NH2:1][CH:2]([C:11]1[C:16]([O:17][CH3:18])=[CH:15][CH:14]=[CH:13][C:12]=1[O:19][CH3:20])[CH2:3][CH:4]([CH3:10])[C:5]([O:7]CC)=O.[C:21]1([C:27]2[N:32]=[C:31]([CH:33]=O)[CH:30]=[CH:29][CH:28]=2)[CH:26]=[CH:25][CH:24]=[CH:23][CH:22]=1, predict the reaction product. The product is: [CH3:18][O:17][C:16]1[CH:15]=[CH:14][CH:13]=[C:12]([O:19][CH3:20])[C:11]=1[CH:2]1[N:1]([CH2:33][C:31]2[CH:30]=[CH:29][CH:28]=[C:27]([C:21]3[CH:26]=[CH:25][CH:24]=[CH:23][CH:22]=3)[N:32]=2)[C:5](=[O:7])[CH:4]([CH3:10])[CH2:3]1. (4) Given the reactants [CH:1](OCC)(OCC)OCC.C1(C)C=CC(S(O)(=O)=O)=CC=1.[NH2:22][C:23]1[CH:33]=[CH:32][C:26]([C:27]([NH:29][CH2:30][CH3:31])=[O:28])=[CH:25][C:24]=1[NH:34][CH3:35], predict the reaction product. The product is: [CH2:30]([NH:29][C:27]([C:26]1[CH:32]=[CH:33][C:23]2[N:22]=[CH:35][N:34]([CH3:1])[C:24]=2[CH:25]=1)=[O:28])[CH3:31]. (5) Given the reactants [CH3:1][O:2][C:3]1[CH:40]=[CH:39][C:6]([CH2:7][N:8]([CH2:30][C:31]2[CH:36]=[CH:35][C:34]([O:37][CH3:38])=[CH:33][CH:32]=2)[C:9]2[N:14]=[CH:13][C:12]([C:15]3[C:16]4[CH2:29][CH2:28][NH:27][C:17]=4[N:18]=[C:19]([N:21]4[CH2:26][CH2:25][O:24][CH2:23][CH2:22]4)[N:20]=3)=[CH:11][N:10]=2)=[CH:5][CH:4]=1.[CH3:41][C:42]1[CH:43]=[C:44]([CH:47]=[CH:48][C:49]=1Br)[C:45]#[N:46], predict the reaction product. The product is: [CH3:38][O:37][C:34]1[CH:33]=[CH:32][C:31]([CH2:30][N:8]([CH2:7][C:6]2[CH:5]=[CH:4][C:3]([O:2][CH3:1])=[CH:40][CH:39]=2)[C:9]2[N:10]=[CH:11][C:12]([C:15]3[C:16]4[CH2:29][CH2:28][N:27]([C:49]5[CH:48]=[CH:47][C:44]([C:45]#[N:46])=[CH:43][C:42]=5[CH3:41])[C:17]=4[N:18]=[C:19]([N:21]4[CH2:26][CH2:25][O:24][CH2:23][CH2:22]4)[N:20]=3)=[CH:13][N:14]=2)=[CH:36][CH:35]=1. (6) Given the reactants [O:1]=[C:2]1[C:6](=[CH:7][C:8]2[CH:9]=[C:10]([CH:14]=[CH:15][CH:16]=2)[C:11](O)=[O:12])[S:5][C:4]([N:17]2[CH2:22][CH2:21][S:20][CH2:19][CH2:18]2)=[N:3]1.[Cl:23][C:24]1[N:29]=[C:28]([N:30]2[CH2:35][CH2:34][NH:33][CH2:32][CH2:31]2)[CH:27]=[CH:26][CH:25]=1.CN(C(ON1N=NC2C=CC=CC1=2)=[N+](C)C)C.[B-](F)(F)(F)F.C1C=CC2N(O)N=NC=2C=1.C(N(C(C)C)CC)(C)C, predict the reaction product. The product is: [Cl:23][C:24]1[N:29]=[C:28]([N:30]2[CH2:35][CH2:34][N:33]([C:11]([C:10]3[CH:9]=[C:8]([CH:16]=[CH:15][CH:14]=3)[CH:7]=[C:6]3[S:5][C:4]([N:17]4[CH2:22][CH2:21][S:20][CH2:19][CH2:18]4)=[N:3][C:2]3=[O:1])=[O:12])[CH2:32][CH2:31]2)[CH:27]=[CH:26][CH:25]=1. (7) Given the reactants [CH:1]1([N:7]2[CH:16]=[CH:15][C:14]3[C:9](=[CH:10][CH:11]=[CH:12][CH:13]=3)[C:8]2=[O:17])[CH2:6][CH2:5][CH2:4][CH2:3][CH2:2]1.Cl, predict the reaction product. The product is: [CH:1]1([N:7]2[CH2:16][CH2:15][C:14]3[C:9](=[CH:10][CH:11]=[CH:12][CH:13]=3)[C:8]2=[O:17])[CH2:2][CH2:3][CH2:4][CH2:5][CH2:6]1. (8) Given the reactants [CH3:1][N:2]1[CH2:7][CH2:6][N:5]([C:8]([O:10][C@@H:11]2[N:20]([C:21]3[CH:22]=[CH:23][C:24]([Cl:27])=[CH:25][N:26]=3)[C:18](=[O:19])[C:13]3[N:14]=[CH:15][CH:16]=[N:17][C:12]2=3)=[O:9])[CH2:4][CH2:3]1.[C:28]1([S:34]([OH:37])(=[O:36])=[O:35])[CH:33]=[CH:32][CH:31]=[CH:30][CH:29]=1, predict the reaction product. The product is: [CH3:1][N:2]1[CH2:7][CH2:6][N:5]([C:8]([O:10][C@@H:11]2[N:20]([C:21]3[CH:22]=[CH:23][C:24]([Cl:27])=[CH:25][N:26]=3)[C:18](=[O:19])[C:13]3[N:14]=[CH:15][CH:16]=[N:17][C:12]2=3)=[O:9])[CH2:4][CH2:3]1.[S:34]([C:28]1[CH:33]=[CH:32][CH:31]=[CH:30][CH:29]=1)([O-:37])(=[O:36])=[O:35]. (9) Given the reactants [C:1]([O:5][C:6]([N:8]1[C@H:12]([C@@H:13](O)[CH2:14][C@H:15]([CH2:19][O:20]CC2C=CC=CC=2)[CH:16]([CH3:18])[CH3:17])[CH2:11][C@@H:10]([CH:29]([CH3:31])[CH3:30])[C@@H:9]1[C:32]1[CH:37]=[CH:36][C:35]([O:38][CH3:39])=[C:34]([O:40][CH2:41][CH2:42][CH2:43][O:44][CH3:45])[CH:33]=1)=[O:7])([CH3:4])([CH3:3])[CH3:2].[CH3:46][OH:47], predict the reaction product. The product is: [C:1]([O:5][C:6]([N:8]1[C@H:12]([C@@H:13]([CH2:46][OH:47])[CH2:14][C@H:15]([CH2:19][OH:20])[CH:16]([CH3:17])[CH3:18])[CH2:11][C@@H:10]([CH:29]([CH3:31])[CH3:30])[C@@H:9]1[C:32]1[CH:37]=[CH:36][C:35]([O:38][CH3:39])=[C:34]([O:40][CH2:41][CH2:42][CH2:43][O:44][CH3:45])[CH:33]=1)=[O:7])([CH3:3])([CH3:4])[CH3:2]. (10) Given the reactants Br[C:2]1[CH:7]=[C:6]([CH3:8])[N:5]=[C:4]([CH3:9])[CH:3]=1.[Br:10][C:11]1[CH:16]=[CH:15][C:14]([OH:17])=[CH:13][C:12]=1[F:18].C(=O)([O-])[O-].[K+].[K+], predict the reaction product. The product is: [Br:10][C:11]1[CH:16]=[CH:15][C:14]([O:17][C:2]2[CH:7]=[C:6]([CH3:8])[N:5]=[C:4]([CH3:9])[CH:3]=2)=[CH:13][C:12]=1[F:18].